Task: Predict the reaction yield, written as a fraction of the theoretical maximum amount of product (1.0 means a 100% yield; for example, 0.34 means a 34% yield).. Dataset: Reaction yield outcomes from USPTO patents with 853,638 reactions (1) The reactants are [OH2:1].[OH-].[Li+].[F:4][C:5]1[CH:10]=[CH:9][C:8]([CH:11]2[O:16][C:15](=[O:17])[C:14]3=[CH:18][CH:19]=[C:20]([CH3:21])[N:13]3[CH2:12]2)=[CH:7][CH:6]=1.Cl. The catalyst is O.C1COCC1.CCOC(C)=O. The product is [F:4][C:5]1[CH:10]=[CH:9][C:8]([CH:11]([OH:16])[CH2:12][N:13]2[C:20]([CH3:21])=[CH:19][CH:18]=[C:14]2[C:15]([OH:1])=[O:17])=[CH:7][CH:6]=1. The yield is 0.980. (2) The reactants are C(O[C:6]([N:8]1[CH2:13][CH2:12][N:11]([C:14]2[S:15][C:16]([CH3:28])=[C:17]([C:19]3[CH:24]=[CH:23][C:22]([C:25]([OH:27])=[O:26])=[CH:21][CH:20]=3)[N:18]=2)[CH2:10][CH2:9]1)=O)(C)(C)C.CC(O)=O.C(O[Na])(C)=O.C=O.[BH3-]C#N.[Na+]. The catalyst is Cl.O1CCOCC1. The product is [CH3:28][C:16]1[S:15][C:14]([N:11]2[CH2:10][CH2:9][N:8]([CH3:6])[CH2:13][CH2:12]2)=[N:18][C:17]=1[C:19]1[CH:24]=[CH:23][C:22]([C:25]([OH:27])=[O:26])=[CH:21][CH:20]=1. The yield is 0.950. (3) The reactants are [CH3:1][O:2][CH2:3][CH2:4][N:5]1[CH2:10][CH2:9][N:8]2[N:11]=[C:12]([NH2:14])[CH:13]=[C:7]2[CH2:6]1.Br[C:16]1[C:17](=[O:24])[N:18]([CH3:23])[CH:19]=[C:20]([Br:22])[CH:21]=1.CC1(C)C2C(=C(P(C3C=CC=CC=3)C3C=CC=CC=3)C=CC=2)OC2C(P(C3C=CC=CC=3)C3C=CC=CC=3)=CC=CC1=2.C([O-])([O-])=O.[Cs+].[Cs+]. The catalyst is C1C=CC(/C=C/C(/C=C/C2C=CC=CC=2)=O)=CC=1.C1C=CC(/C=C/C(/C=C/C2C=CC=CC=2)=O)=CC=1.C1C=CC(/C=C/C(/C=C/C2C=CC=CC=2)=O)=CC=1.[Pd].[Pd].O1CCOCC1. The product is [Br:22][C:20]1[CH:21]=[C:16]([NH:14][C:12]2[CH:13]=[C:7]3[CH2:6][N:5]([CH2:4][CH2:3][O:2][CH3:1])[CH2:10][CH2:9][N:8]3[N:11]=2)[C:17](=[O:24])[N:18]([CH3:23])[CH:19]=1. The yield is 0.850. (4) The reactants are [C-:1]#[C-:2].[Li+].[Li+].[Na+].[I-].Cl[CH2:8][CH2:9][CH2:10][CH2:11][CH2:12][CH2:13][CH2:14][CH2:15][CH2:16][CH:17]([O:21][CH2:22][CH3:23])[O:18][CH2:19][CH3:20].N#N. The catalyst is CS(C)=O. The product is [CH2:19]([O:18][CH:17]([O:21][CH2:22][CH3:23])[CH2:16][CH2:15][CH2:14][CH2:13][CH2:12][CH2:11][CH2:10][CH2:9][CH2:8][C:1]#[CH:2])[CH3:20]. The yield is 0.930. (5) The reactants are [NH2:1][C@H:2]([CH2:23][C:24]1[CH:29]=[CH:28][C:27]([Cl:30])=[CH:26][CH:25]=1)[C:3]([N:5]1[CH2:10][CH2:9][C:8]([CH:17]2[CH2:22][CH2:21][CH2:20][CH2:19][CH2:18]2)([CH2:11][N:12]2[CH:16]=[N:15][CH:14]=[N:13]2)[CH2:7][CH2:6]1)=[O:4].C(N(CC)CC)C.[CH3:38][S:39](Cl)(=[O:41])=[O:40].FC(F)(F)C(O)=O. The catalyst is O1CCCC1. The product is [Cl:30][C:27]1[CH:26]=[CH:25][C:24]([CH2:23][C@@H:2]([NH:1][S:39]([CH3:38])(=[O:41])=[O:40])[C:3]([N:5]2[CH2:10][CH2:9][C:8]([CH:17]3[CH2:18][CH2:19][CH2:20][CH2:21][CH2:22]3)([CH2:11][N:12]3[CH:16]=[N:15][CH:14]=[N:13]3)[CH2:7][CH2:6]2)=[O:4])=[CH:29][CH:28]=1. The yield is 0.540. (6) The reactants are [CH:1]([NH:4][C:5]1[N:10]=[C:9]([O:11]C)[C:8]([C:13]2[N:18]=[CH:17][C:16]([O:19][C:20]3[CH:25]=[CH:24][N:23]=[C:22]([C:26]([NH:28][CH3:29])=[O:27])[CH:21]=3)=[CH:15][CH:14]=2)=[CH:7][N:6]=1)([CH3:3])[CH3:2].I[Si](C)(C)C.C(Cl)Cl.C1COCC1. The catalyst is ClCCCl. The product is [CH:1]([NH:4][C:5]1[NH:10][C:9](=[O:11])[C:8]([C:13]2[N:18]=[CH:17][C:16]([O:19][C:20]3[CH:25]=[CH:24][N:23]=[C:22]([C:26]([NH:28][CH3:29])=[O:27])[CH:21]=3)=[CH:15][CH:14]=2)=[CH:7][N:6]=1)([CH3:3])[CH3:2]. The yield is 0.230. (7) The reactants are F[C:2]1[CH:9]=[CH:8][C:5]([C:6]#[N:7])=[CH:4][CH:3]=1.C(=O)([O-])[O-].[K+].[K+].[NH:16]1[CH2:21][CH2:20][CH:19](C(OCC)=O)[CH2:18][CH2:17]1.[C:27]([O:30][CH2:31][CH3:32])(=[O:29])C. The catalyst is CS(C)=O. The product is [C:6]([C:5]1[CH:8]=[CH:9][C:2]([CH:19]2[CH2:18][CH2:17][N:16]([C:27]([O:30][CH2:31][CH3:32])=[O:29])[CH2:21][CH2:20]2)=[CH:3][CH:4]=1)#[N:7]. The yield is 0.730.